Dataset: Forward reaction prediction with 1.9M reactions from USPTO patents (1976-2016). Task: Predict the product of the given reaction. (1) Given the reactants Cl.[Cl:2][C:3]1[CH:4]=[C:5]([NH:10][C:11]2[C:20]3[C:15](=[CH:16][C:17]([O:24][CH2:25][CH3:26])=[C:18]([N+:21]([O-])=O)[CH:19]=3)[N:14]=[CH:13][C:12]=2[C:27]#[N:28])[CH:6]=[CH:7][C:8]=1[F:9].[Cl-].[NH4+].CO, predict the reaction product. The product is: [NH2:21][C:18]1[CH:19]=[C:20]2[C:15](=[CH:16][C:17]=1[O:24][CH2:25][CH3:26])[N:14]=[CH:13][C:12]([C:27]#[N:28])=[C:11]2[NH:10][C:5]1[CH:6]=[CH:7][C:8]([F:9])=[C:3]([Cl:2])[CH:4]=1. (2) Given the reactants [CH2:1]([C:4]1[CH:15]=[CH:14][C:7]([O:8][CH2:9]C(OC)=O)=[C:6]([O:16][CH2:17][C:18]([O:20]CC)=O)[CH:5]=1)[CH:2]=[CH2:3].[H-].[Na+].Cl, predict the reaction product. The product is: [CH2:1]([C:4]1[CH:15]=[CH:14][C:7]2[O:8][CH2:9][C:18](=[O:20])[CH2:17][O:16][C:6]=2[CH:5]=1)[CH:2]=[CH2:3]. (3) Given the reactants Br[C:2]1[CH:7]=[C:6]([F:8])[CH:5]=[CH:4][C:3]=1[S:9]([NH:12][C:13]1[C:22]([C:23]([O:25][CH3:26])=[O:24])=[C:21]2[C:16]([C@H:17]3[CH2:27][C@H:18]3[CH2:19][O:20]2)=[CH:15][CH:14]=1)(=[O:11])=[O:10].[CH3:28][O:29][CH2:30][O:31][CH2:32][CH:33]1[CH2:35][CH:34]1B1OC(C)(C)C(C)(C)O1.C(=O)([O-])[O-].[Cs+].[Cs+], predict the reaction product. The product is: [F:8][C:6]1[CH:5]=[CH:4][C:3]([S:9]([NH:12][C:13]2[C:22]([C:23]([O:25][CH3:26])=[O:24])=[C:21]3[C:16]([C@H:17]4[CH2:27][C@H:18]4[CH2:19][O:20]3)=[CH:15][CH:14]=2)(=[O:11])=[O:10])=[C:2]([CH:34]2[CH2:35][CH:33]2[CH2:32][O:31][CH2:30][O:29][CH3:28])[CH:7]=1. (4) Given the reactants [C@@H:1]12[CH2:6][C@@H:5]1[CH2:4][NH:3][C@@H:2]2[CH2:7][NH:8][C:9]([C:11]1[CH:12]=[CH:13][CH:14]=[C:15]2[O:19][CH:18]=[CH:17][C:16]=12)=[O:10].[C:20]1([C:29]2[CH:34]=[CH:33][CH:32]=[CH:31][CH:30]=2)[C:21]([C:26](O)=[O:27])=[CH:22][CH:23]=[CH:24][CH:25]=1, predict the reaction product. The product is: [C:20]1([C:29]2[CH:34]=[CH:33][CH:32]=[CH:31][CH:30]=2)[C:21]([C:26]([N:3]2[CH2:4][C@@H:5]3[C@@H:1]([CH2:6]3)[C@H:2]2[CH2:7][NH:8][C:9]([C:11]2[CH:12]=[CH:13][CH:14]=[C:15]3[O:19][CH:18]=[CH:17][C:16]=23)=[O:10])=[O:27])=[CH:22][CH:23]=[CH:24][CH:25]=1.